Dataset: Reaction yield outcomes from USPTO patents with 853,638 reactions. Task: Predict the reaction yield, written as a fraction of the theoretical maximum amount of product (1.0 means a 100% yield; for example, 0.34 means a 34% yield). (1) The reactants are [NH2:1][CH:2]1[CH2:7][CH2:6][N:5]([C:8]([O:10][C:11]([CH3:14])([CH3:13])[CH3:12])=[O:9])[CH2:4][CH2:3]1.Cl[C:16]([O:18][C:19]1[CH:24]=[CH:23][CH:22]=[CH:21][CH:20]=1)=[O:17].N1C=CC=CC=1. The catalyst is CCCCCC. The product is [O:18]([C:16]([NH:1][CH:2]1[CH2:3][CH2:4][N:5]([C:8]([O:10][C:11]([CH3:14])([CH3:13])[CH3:12])=[O:9])[CH2:6][CH2:7]1)=[O:17])[C:19]1[CH:24]=[CH:23][CH:22]=[CH:21][CH:20]=1. The yield is 0.409. (2) The reactants are Cl[C:2]1[N:7]=[C:6]([Cl:8])[N:5]=[C:4]2[N:9]([CH2:12][CH2:13][N:14]3[CH2:19][CH2:18][O:17][CH2:16][CH2:15]3)[N:10]=[CH:11][C:3]=12.[CH3:20][C:21]1[NH:25][N:24]=[C:23]([NH2:26])[CH:22]=1.CCN(C(C)C)C(C)C.CC(O)=O. The catalyst is CN(C=O)C. The product is [Cl:8][C:6]1[N:5]=[C:4]2[N:9]([CH2:12][CH2:13][N:14]3[CH2:19][CH2:18][O:17][CH2:16][CH2:15]3)[N:10]=[CH:11][C:3]2=[C:2]([NH:26][C:23]2[CH:22]=[C:21]([CH3:20])[NH:25][N:24]=2)[N:7]=1. The yield is 0.690. (3) The reactants are [O:1]1[CH:5]=[CH:4][C:3]([C:6]2[CH:13]=[CH:12][C:11]([OH:14])=[CH:10][C:7]=2[C:8]#[N:9])=[CH:2]1. The catalyst is CCO.[Ni]. The product is [NH2:9][CH2:8][C:7]1[CH:10]=[C:11]([OH:14])[CH:12]=[CH:13][C:6]=1[C:3]1[CH:4]=[CH:5][O:1][CH:2]=1. The yield is 0.720. (4) The reactants are [Cl:1][C:2]1[CH:21]=[CH:20][C:5]([CH2:6][S:7][C:8]2[O:9][C:10]3[CH:16]=[CH:15][C:14]([N+:17]([O-])=O)=[CH:13][C:11]=3[N:12]=2)=[CH:4][CH:3]=1.[Cl-].[NH4+].C(OCC)(=O)C. The catalyst is C(O)C.O.[Fe]. The product is [Cl:1][C:2]1[CH:21]=[CH:20][C:5]([CH2:6][S:7][C:8]2[O:9][C:10]3[CH:16]=[CH:15][C:14]([NH2:17])=[CH:13][C:11]=3[N:12]=2)=[CH:4][CH:3]=1. The yield is 0.940. (5) The reactants are [CH3:1][O:2][C:3]1[CH:4]=[C:5]2[C:10](=[CH:11][CH:12]=1)[CH:9]=[C:8]([CH:13]([CH3:37])[C:14]([O:16][C@@H:17]([C:27]1[CH:32]=[CH:31][C:30]([O:33][CH3:34])=[C:29]([O:35][CH3:36])[CH:28]=1)[CH2:18][C:19]1[C:24]([Cl:25])=[CH:23][N:22]=[CH:21][C:20]=1[Cl:26])=[O:15])[CH:7]=[CH:6]2.CO. The catalyst is C(Cl)(Cl)Cl. The product is [CH3:1][O:2][C:3]1[CH:4]=[C:5]2[C:10](=[CH:11][CH:12]=1)[CH:9]=[C:8]([C@@H:13]([CH3:37])[C:14]([O:16][C@H:17]([C:27]1[CH:32]=[CH:31][C:30]([O:33][CH3:34])=[C:29]([O:35][CH3:36])[CH:28]=1)[CH2:18][C:19]1[C:24]([Cl:25])=[CH:23][N:22]=[CH:21][C:20]=1[Cl:26])=[O:15])[CH:7]=[CH:6]2. The yield is 0.880. (6) The reactants are [F:1][C:2]1[CH:7]=[CH:6][C:5]([F:8])=[CH:4][C:3]=1[Mg]Br.FC1C=CC(F)=CC=1Br.[Mg].[Cl:21][CH2:22][C:23](=[O:33])[C@H:24]([O:26][C:27](=[O:32])[C:28]([CH3:31])([CH3:30])[CH3:29])[CH3:25].[Cl-].[NH4+]. The catalyst is C1(C)C=CC=CC=1.C(#N)C.O. The product is [Cl:21][CH2:22][C:23]([C:3]1[CH:4]=[C:5]([F:8])[CH:6]=[CH:7][C:2]=1[F:1])([OH:33])[CH:24]([O:26][C:27](=[O:32])[C:28]([CH3:30])([CH3:29])[CH3:31])[CH3:25]. The yield is 0.630. (7) The reactants are [C:1]1([C:7]2[N:11]([S:12]([C:15]3[S:16][CH:17]=[CH:18][CH:19]=3)(=[O:14])=[O:13])[CH:10]=[C:9]([CH2:20][OH:21])[CH:8]=2)[CH:6]=[CH:5][CH:4]=[CH:3][CH:2]=1.C[N+]1([O-])CCOCC1. The catalyst is C(#N)C.C(OCC)(=O)C.[Ru]([O-])(=O)(=O)=O.C([N+](CCC)(CCC)CCC)CC. The product is [C:1]1([C:7]2[N:11]([S:12]([C:15]3[S:16][CH:17]=[CH:18][CH:19]=3)(=[O:14])=[O:13])[CH:10]=[C:9]([CH:20]=[O:21])[CH:8]=2)[CH:2]=[CH:3][CH:4]=[CH:5][CH:6]=1. The yield is 0.570. (8) The reactants are C[N:2](C)[CH:3]=[CH:4][C:5]([C:7]1[C:12](=[O:13])[CH:11]=[CH:10][N:9]([C:14]2[CH:19]=[CH:18][CH:17]=[C:16]([C:20]([F:23])([F:22])[F:21])[CH:15]=2)[N:8]=1)=O.[C:25]1([NH:31]N)[CH:30]=[CH:29][CH:28]=[CH:27][CH:26]=1. The catalyst is C(O)C. The product is [C:25]1([N:31]2[C:5]([C:7]3[C:12](=[O:13])[CH:11]=[CH:10][N:9]([C:14]4[CH:19]=[CH:18][CH:17]=[C:16]([C:20]([F:23])([F:22])[F:21])[CH:15]=4)[N:8]=3)=[CH:4][CH:3]=[N:2]2)[CH:30]=[CH:29][CH:28]=[CH:27][CH:26]=1. The yield is 0.150. (9) The reactants are [F:1][C:2]1[CH:3]=[C:4]2[C:9](=[CH:10][CH:11]=1)[O:8][CH:7]([C@H:12]1[CH2:16][O:15][C:14]([CH3:18])([CH3:17])[O:13]1)[CH:6]=[CH:5]2.C([O-])=O.[NH4+]. The catalyst is C(O)C.[Pd]. The product is [F:1][C:2]1[CH:3]=[C:4]2[C:9](=[CH:10][CH:11]=1)[O:8][CH:7]([C@H:12]1[CH2:16][O:15][C:14]([CH3:18])([CH3:17])[O:13]1)[CH2:6][CH2:5]2. The yield is 0.640. (10) The reactants are [CH3:1][O:2][C:3](=[O:29])[CH:4]([NH:12][CH2:13][C:14]([O:21][C:22]1[CH:27]=[CH:26][CH:25]=[CH:24][C:23]=1[Cl:28])=[CH:15][C:16](OCC)=[O:17])[CH2:5][CH:6]([CH3:11])[C:7]([F:10])([F:9])[F:8]. The catalyst is C(#N)C. The product is [CH3:1][O:2][C:3](=[O:29])[CH:4]([N:12]1[CH2:13][C:14]([O:21][C:22]2[CH:27]=[CH:26][CH:25]=[CH:24][C:23]=2[Cl:28])=[CH:15][C:16]1=[O:17])[CH2:5][CH:6]([CH3:11])[C:7]([F:10])([F:9])[F:8]. The yield is 0.580.